Dataset: Reaction yield outcomes from USPTO patents with 853,638 reactions. Task: Predict the reaction yield, written as a fraction of the theoretical maximum amount of product (1.0 means a 100% yield; for example, 0.34 means a 34% yield). (1) The reactants are [CH3:13][C:12]([O:11][C:9](O[C:9]([O:11][C:12]([CH3:15])([CH3:14])[CH3:13])=[O:10])=[O:10])([CH3:15])[CH3:14].[Br:16][C:17]1[CH:25]=[C:24]2[C:20]([C:21]3[CH2:29][CH2:28][NH:27][CH:26]([CH2:30][O:31][Si:32]([C:35]([CH3:38])([CH3:37])[CH3:36])([CH3:34])[CH3:33])[C:22]=3[NH:23]2)=[CH:19][CH:18]=1.[C:39]([O-])([O-])=O.[K+].[K+].CI.C([O-])([O-])=O.[Cs+].[Cs+]. The catalyst is CS(C)=O.O.O.CC(O)C. The product is [Br:16][C:17]1[CH:25]=[C:24]2[C:20]([C:21]3[CH2:29][CH2:28][N:27]([C:9]([O:11][C:12]([CH3:13])([CH3:14])[CH3:15])=[O:10])[CH:26]([CH2:30][O:31][Si:32]([C:35]([CH3:38])([CH3:37])[CH3:36])([CH3:33])[CH3:34])[C:22]=3[N:23]2[CH3:39])=[CH:19][CH:18]=1. The yield is 0.460. (2) The yield is 0.510. The catalyst is CS(C)=O.[Cu]I. The reactants are [F:1][C:2]([F:17])([F:16])[C:3]1[CH:8]=[CH:7][C:6]([C:9]2[CH:14]=[CH:13][NH:12][C:11](=[O:15])[CH:10]=2)=[CH:5][CH:4]=1.Br[C:19]1[CH:27]=[C:26]2[C:22]([C:23]3[CH2:41][CH2:40][N:39]([C:42]([O:44][C:45]([CH3:48])([CH3:47])[CH3:46])=[O:43])[CH2:38][C:24]=3[N:25]2[S:28]([C:31]2[CH:37]=[CH:36][C:34]([CH3:35])=[CH:33][CH:32]=2)(=[O:30])=[O:29])=[CH:21][CH:20]=1.OC1C=CC=C2C=1N=CC=C2.C([O-])([O-])=O.[Cs+].[Cs+]. The product is [O:15]=[C:11]1[CH:10]=[C:9]([C:6]2[CH:5]=[CH:4][C:3]([C:2]([F:1])([F:16])[F:17])=[CH:8][CH:7]=2)[CH:14]=[CH:13][N:12]1[C:19]1[CH:27]=[C:26]2[C:22]([C:23]3[CH2:41][CH2:40][N:39]([C:42]([O:44][C:45]([CH3:48])([CH3:47])[CH3:46])=[O:43])[CH2:38][C:24]=3[N:25]2[S:28]([C:31]2[CH:32]=[CH:33][C:34]([CH3:35])=[CH:36][CH:37]=2)(=[O:30])=[O:29])=[CH:21][CH:20]=1. (3) The reactants are [C-:1]#[N:2].[Na+].[CH3:4][C:5]1[CH:6]=[C:7]([CH:10]=[C:11]([CH3:25])[C:12]=1[O:13][C:14]1[CH:19]=[CH:18][C:17]([O:20][CH3:21])=[C:16]([CH:22]([CH3:24])[CH3:23])[CH:15]=1)[CH2:8]Br. The catalyst is O.C(O)C. The product is [CH3:4][C:5]1[CH:6]=[C:7]([CH2:8][C:1]#[N:2])[CH:10]=[C:11]([CH3:25])[C:12]=1[O:13][C:14]1[CH:19]=[CH:18][C:17]([O:20][CH3:21])=[C:16]([CH:22]([CH3:24])[CH3:23])[CH:15]=1. The yield is 0.850. (4) The reactants are [C:1]([O:8][C@@H:9]1[C@H:13]([O:14][CH2:15][O:16][C:17](=[O:22])[C:18]([CH3:21])([CH3:20])[CH3:19])[C@@H:12]([CH2:23][OH:24])[O:11][C@H:10]1[N:25]1[C:34]2[N:33]=[CH:32][N:31]=[C:29]([NH2:30])[C:28]=2[N:27]=[CH:26]1)(=[O:7])[CH2:2][CH2:3][C:4]([CH3:6])=[O:5].[Si:35](Cl)([C:38]([CH3:41])([CH3:40])[CH3:39])([CH3:37])[CH3:36].[CH3:43][O:44][C:45]1[CH:64]=[CH:63][C:48]([C:49](Cl)([C:56]2[CH:61]=[CH:60][CH:59]=[CH:58][CH:57]=2)[C:50]2[CH:55]=[CH:54][CH:53]=[CH:52][CH:51]=2)=[CH:47][CH:46]=1. The catalyst is N1C=CC=CC=1. The product is [Si:35]([O:24][CH2:23][C@H:12]1[O:11][C@@H:10]([N:25]2[C:34]3[N:33]=[CH:32][N:31]=[C:29]([NH:30][C:49]([C:56]4[CH:61]=[CH:60][CH:59]=[CH:58][CH:57]=4)([C:50]4[CH:55]=[CH:54][CH:53]=[CH:52][CH:51]=4)[C:48]4[CH:47]=[CH:46][C:45]([O:44][CH3:43])=[CH:64][CH:63]=4)[C:28]=3[N:27]=[CH:26]2)[C@H:9]([O:8][C:1](=[O:7])[CH2:2][CH2:3][C:4]([CH3:6])=[O:5])[C@@H:13]1[O:14][CH2:15][O:16][C:17](=[O:22])[C:18]([CH3:19])([CH3:20])[CH3:21])([C:38]([CH3:41])([CH3:40])[CH3:39])([CH3:37])[CH3:36]. The yield is 0.850. (5) The yield is 0.710. The reactants are [CH3:1][C:2]1[C:7]([N+:8]([O-])=O)=[CH:6][CH:5]=[C:4]([CH3:11])[C:3]=1[NH:12][C:13](=[O:19])[CH2:14][C:15]([CH3:18])([CH3:17])[CH3:16]. The catalyst is CO.[Ni]. The product is [NH2:8][C:7]1[C:2]([CH3:1])=[C:3]([NH:12][C:13](=[O:19])[CH2:14][C:15]([CH3:16])([CH3:17])[CH3:18])[C:4]([CH3:11])=[CH:5][CH:6]=1. (6) The reactants are [NH2:1][C:2]1[C:11]2[C:6](=[C:7](Br)[CH:8]=[CH:9][CH:10]=2)[N:5]=[N:4][C:3]=1[C:13]([NH:15][CH2:16][CH2:17][CH3:18])=[O:14].CC1(C)C(C)(C)OB([C:27]2[CH:28]=[C:29]3[C:34](=[CH:35][CH:36]=2)[N:33]=[CH:32][CH:31]=[CH:30]3)O1. No catalyst specified. The product is [NH2:1][C:2]1[C:11]2[C:6](=[C:7]([C:27]3[CH:28]=[C:29]4[C:34](=[CH:35][CH:36]=3)[N:33]=[CH:32][CH:31]=[CH:30]4)[CH:8]=[CH:9][CH:10]=2)[N:5]=[N:4][C:3]=1[C:13]([NH:15][CH2:16][CH2:17][CH3:18])=[O:14]. The yield is 0.919.